Dataset: Peptide-MHC class II binding affinity with 134,281 pairs from IEDB. Task: Regression. Given a peptide amino acid sequence and an MHC pseudo amino acid sequence, predict their binding affinity value. This is MHC class II binding data. (1) The peptide sequence is CGMFTNRSGSQQW. The MHC is HLA-DQA10301-DQB10301 with pseudo-sequence HLA-DQA10301-DQB10301. The binding affinity (normalized) is 0.233. (2) The peptide sequence is PGMAKIPAGELQIID. The MHC is DRB1_1001 with pseudo-sequence DRB1_1001. The binding affinity (normalized) is 0.301. (3) The peptide sequence is APYVAWMRATAIQAE. The MHC is DRB3_0202 with pseudo-sequence DRB3_0202. The binding affinity (normalized) is 0.755. (4) The peptide sequence is CGMFTNRSGSQQ. The MHC is HLA-DQA10102-DQB10502 with pseudo-sequence HLA-DQA10102-DQB10502. The binding affinity (normalized) is 0. (5) The peptide sequence is PEVKYAVFEAALTKA. The MHC is HLA-DQA10102-DQB10602 with pseudo-sequence HLA-DQA10102-DQB10602. The binding affinity (normalized) is 0.362. (6) The peptide sequence is LQLIRLAASLQHYGL. The MHC is HLA-DPA10301-DPB10402 with pseudo-sequence HLA-DPA10301-DPB10402. The binding affinity (normalized) is 0.380. (7) The peptide sequence is RTFVATFGAASNKAF. The binding affinity (normalized) is 0.677. The MHC is DRB1_0802 with pseudo-sequence DRB1_0802. (8) The peptide sequence is QGVADAYITLVTLPK. The MHC is DRB1_0901 with pseudo-sequence DRB1_0901. The binding affinity (normalized) is 0.388. (9) The MHC is DRB1_1001 with pseudo-sequence DRB1_1001. The binding affinity (normalized) is 0.236. The peptide sequence is RFDTNGDGKISLSEL. (10) The MHC is DRB1_1101 with pseudo-sequence DRB1_1101. The peptide sequence is IRQLERLLQAVVGAG. The binding affinity (normalized) is 0.703.